Dataset: NCI-60 drug combinations with 297,098 pairs across 59 cell lines. Task: Regression. Given two drug SMILES strings and cell line genomic features, predict the synergy score measuring deviation from expected non-interaction effect. (1) Drug 1: CC1C(C(=O)NC(C(=O)N2CCCC2C(=O)N(CC(=O)N(C(C(=O)O1)C(C)C)C)C)C(C)C)NC(=O)C3=C4C(=C(C=C3)C)OC5=C(C(=O)C(=C(C5=N4)C(=O)NC6C(OC(=O)C(N(C(=O)CN(C(=O)C7CCCN7C(=O)C(NC6=O)C(C)C)C)C)C(C)C)C)N)C. Drug 2: C1CCC(C(C1)N)N.C(=O)(C(=O)[O-])[O-].[Pt+4]. Cell line: SR. Synergy scores: CSS=81.3, Synergy_ZIP=5.13, Synergy_Bliss=5.96, Synergy_Loewe=5.68, Synergy_HSA=8.54. (2) Drug 1: CCCS(=O)(=O)NC1=C(C(=C(C=C1)F)C(=O)C2=CNC3=C2C=C(C=N3)C4=CC=C(C=C4)Cl)F. Drug 2: CN1C2=C(C=C(C=C2)N(CCCl)CCCl)N=C1CCCC(=O)O.Cl. Cell line: HOP-62. Synergy scores: CSS=19.1, Synergy_ZIP=3.56, Synergy_Bliss=8.28, Synergy_Loewe=2.40, Synergy_HSA=4.05. (3) Drug 1: C1=CC=C(C=C1)NC(=O)CCCCCCC(=O)NO. Drug 2: C1=CC=C(C(=C1)C(C2=CC=C(C=C2)Cl)C(Cl)Cl)Cl. Cell line: CAKI-1. Synergy scores: CSS=10.1, Synergy_ZIP=-1.49, Synergy_Bliss=0.445, Synergy_Loewe=-22.5, Synergy_HSA=-0.445. (4) Drug 1: CC(C)CN1C=NC2=C1C3=CC=CC=C3N=C2N. Drug 2: COCCOC1=C(C=C2C(=C1)C(=NC=N2)NC3=CC=CC(=C3)C#C)OCCOC.Cl. Cell line: OVCAR-4. Synergy scores: CSS=0.576, Synergy_ZIP=3.28, Synergy_Bliss=-2.92, Synergy_Loewe=-2.60, Synergy_HSA=-2.54. (5) Drug 1: C1=CC(=C2C(=C1NCCNCCO)C(=O)C3=C(C=CC(=C3C2=O)O)O)NCCNCCO. Drug 2: C1CN(CCN1C(=O)CCBr)C(=O)CCBr. Cell line: CCRF-CEM. Synergy scores: CSS=66.1, Synergy_ZIP=-1.29, Synergy_Bliss=-0.402, Synergy_Loewe=-5.68, Synergy_HSA=2.53. (6) Drug 1: CC1=C(C=C(C=C1)NC2=NC=CC(=N2)N(C)C3=CC4=NN(C(=C4C=C3)C)C)S(=O)(=O)N.Cl. Drug 2: COC1=CC(=CC(=C1O)OC)C2C3C(COC3=O)C(C4=CC5=C(C=C24)OCO5)OC6C(C(C7C(O6)COC(O7)C8=CC=CS8)O)O. Cell line: SN12C. Synergy scores: CSS=36.2, Synergy_ZIP=-3.88, Synergy_Bliss=-0.189, Synergy_Loewe=-8.01, Synergy_HSA=1.15.